Regression. Given a target protein amino acid sequence and a drug SMILES string, predict the binding affinity score between them. We predict pKi (pKi = -log10(Ki in M); higher means stronger inhibition). Dataset: bindingdb_ki. From a dataset of Drug-target binding data from BindingDB using Ki measurements. (1) The small molecule is Cc1cn([C@H]2C[C@H](N)[C@@H](COC(=O)NCCc3c[nH]c4ccccc34)O2)c(=O)[nH]c1=O. The target protein (P49773) has sequence MADEIAKAQVARPGGDTIFGKIIRKEIPAKIIFEDDRCLAFHDISPQAPTHFLVIPKKHISQISVAEDDDESLLGHLMIVGKKCAADLGLNKGYRMVVNEGSDGGQSVYHVHLHVLGGRQMHWPPG. The pKi is 3.9. (2) The small molecule is Nc1nc2cccc(Cl)c2n1Cc1ccc(Cl)c(Cl)c1. The target protein sequence is MEAPAAVVTGAAKRIGRAIAVKLHQTGYRVVIHYHNSAEAAVSLADELNKERSNTAVVCQADLTNSNVLPASCEEIINSCFRAFGRCDVLVNNASAFYPTPLVQGDHEDNSNGKTVETQVAELIGTNAIAPFLLTMSFAQRQKGTNPNCTSSNLSIVNLCDAMVDQPCMAFSLYNMGKHALVGLTQSAALELAPYGIRVNGVAPGVSLLPVAMGEEEKDKWRRKVPLGRREASAEQIADAVIFLVSGSAQYITGSIIKVDGGLSLVHA. The pKi is 6.3. (3) The small molecule is COc1cc2c(cc1-c1c(C)noc1C)[nH]c1ccnc(-c3cn[nH]c3)c12. The target protein sequence is KHAAYAWPFYKPVDASALGLHDYHDIIKHPMDLSTVKRKMENRDYRDAQEFAADVRLMFSNCYKYNPPDHDVV. The pKi is 7.0. (4) The compound is COc1cc(C)c(S(=O)(=O)N(C)CCOCC(=O)N(C)Cc2ccc(C3=NCCN3)cc2)c(C)c1. The target protein (Q61125) has sequence MASQASLKLQPSNQSQQAPPNITSCEGAPEAWDLLCRVLPGFVITVCFFGLLGNLLVLSFFLLPWRRWWQQRRQRLTIAEIYLANLAASDLVFVLGLPFWAENVGNRFNWPFGSDLCRVVSGVIKANLFISIFLVVAISQDRYRLLVYPMTSWGNRRRRQAQVTCLLIWVAGGLLSTPTFLLRSVKVVPDLNISACILLFPHEAWHFVRMVELNVLGFLLPLAAILYFNFHILASLRGQKEASRTRCGGPKDSKTMGLILTLVASFLVCWAPYHFFAFLDFLVQVRVIQDCFWKELTDLGLQLANFFAFVNSCLNPLIYVFAGRLFKTRVLGTL. The pKi is 8.2. (5) The compound is CC(C)[C@@H]1NC(=O)[C@@H](CCCCN)NC(=O)[C@H](Cc2c[nH]c3ccccc23)NC(=O)[C@@H](Cc2ccc(O)cc2)NC(=O)[C@H](NC(=O)[C@H](N)Cc2ccc3ccccc3c2)CSSC[C@@H](C(=O)N[C@@H](Cc2ccc3ccccc3c2)C(N)=O)NC1=O. The target protein (P24053) has sequence MPPRSLPNLSLPTEASESELEPEVWENDFLPDSDGTTAELVIRCVIPSLYLIIISVGLLGNIMLVKIFLTNSTMRSVPNIFISNLAAGDLLLLLTCVPVDASRYFFDEWVFGKLGCKLIPAIQLTSVGVSVFTLTALSADRYRAIVNPMDMQTSGVVLWTSLKAVGIWVVSVLLAVPEAVFSEVARIGSSDNSSFTACIPYPQTDELHPKIHSVLIFLVYFLIPLVIISIYYYHIAKTLIRSAHNLPGEYNEHTKKQMETRKRLAKIVLVFVGCFVFCWFPNHILYLYRSFNYKEIDPSLGHMIVTLVARVLSFSNSCVNPFALYLLSESFRKHFNSQLCCGQKSYPERSTSYLLSSSAVRMTSLKSNAKNVVTNSVLLNGHSTKQEIAL. The pKi is 6.7.